Dataset: Catalyst prediction with 721,799 reactions and 888 catalyst types from USPTO. Task: Predict which catalyst facilitates the given reaction. (1) Product: [CH2:34]([N:22]1[C:10]2[C:11](=[C:12]3[C:7](=[CH:8][CH:9]=2)[N:6]=[C:5]([O:4][CH:1]([CH3:3])[CH3:2])[CH:14]=[C:13]3[C:15]([F:18])([F:17])[F:16])[O:19][CH2:20][C@H:21]1[CH:23]([CH3:25])[CH3:24])[CH:33]=[CH2:32]. The catalyst class is: 3. Reactant: [CH:1]([O:4][C:5]1[CH:14]=[C:13]([C:15]([F:18])([F:17])[F:16])[C:12]2[C:7](=[CH:8][CH:9]=[C:10]3[NH:22][C@H:21]([CH:23]([CH3:25])[CH3:24])[CH2:20][O:19][C:11]3=2)[N:6]=1)([CH3:3])[CH3:2].C([O-])([O-])=O.[K+].[K+].[CH2:32](Br)[CH:33]=[CH2:34].O. (2) Reactant: [NH2:1][C:2]1[C:3]([N+:17]([O-])=O)=[C:4]2[C:13](=[CH:14][CH:15]=1)[C:12]1[CH:11]=[CH:10][CH:9]=[CH:8][C:7]=1[NH:6][C:5]2=[O:16].[C:20]([OH:26])([C:22]([F:25])([F:24])[F:23])=[O:21]. Product: [F:23][C:22]([F:25])([F:24])[C:20]([OH:26])=[O:21].[NH2:17][C:3]1[C:2]([NH2:1])=[CH:15][CH:14]=[C:13]2[C:4]=1[C:5](=[O:16])[NH:6][C:7]1[CH:8]=[CH:9][CH:10]=[CH:11][C:12]=12. The catalyst class is: 45. (3) Reactant: [Br:1][C:2]1[N:3]=[C:4]2[CH:10]=[CH:9][NH:8][C:5]2=[N:6][CH:7]=1.[Cl-].C([Al+]CC)C.[CH3:17][C:18]1([C:24](Cl)=[O:25])[CH2:23][CH2:22][CH2:21][CH2:20][CH2:19]1. Product: [Br:1][C:2]1[N:3]=[C:4]2[C:10]([C:24]([C:18]3([CH3:17])[CH2:23][CH2:22][CH2:21][CH2:20][CH2:19]3)=[O:25])=[CH:9][NH:8][C:5]2=[N:6][CH:7]=1. The catalyst class is: 4. (4) Reactant: [CH3:1][C:2]1[CH:7]=[C:6]([O:8][CH2:9][C:10]2[CH:15]=[CH:14][CH:13]=[CH:12][CH:11]=2)[CH:5]=[CH:4][C:3]=1[CH2:16]O.P(Br)(Br)[Br:19].C(=O)([O-])O.[Na+]. Product: [C:10]1([CH2:9][O:8][C:6]2[CH:5]=[CH:4][C:3]([CH2:16][Br:19])=[C:2]([CH3:1])[CH:7]=2)[CH:15]=[CH:14][CH:13]=[CH:12][CH:11]=1. The catalyst class is: 2.